Task: Predict the product of the given reaction.. Dataset: Forward reaction prediction with 1.9M reactions from USPTO patents (1976-2016) (1) The product is: [F:1][C:2]1[CH:3]=[C:4]2[C:8](=[CH:9][CH:10]=1)[NH:7][CH:6]=[C:5]2[CH2:11][CH2:12][CH2:13][NH:14][C@@H:15]1[CH2:24][C:23]2[C:22]([C:25]([NH2:27])=[O:26])=[CH:21][CH:20]=[C:19]([O:30][CH3:29])[C:18]=2[O:17][CH2:16]1. Given the reactants [F:1][C:2]1[CH:3]=[C:4]2[C:8](=[CH:9][CH:10]=1)[NH:7][CH:6]=[C:5]2[CH2:11][CH2:12][CH2:13][NH:14][C@@H:15]1[CH2:24][C:23]2[C:22]([C:25]([NH2:27])=[O:26])=[CH:21][CH:20]=[C:19](F)[C:18]=2[O:17][CH2:16]1.[CH3:29][O-:30].[Na+].[OH-].[Na+], predict the reaction product. (2) The product is: [CH3:56][O:57][C:58]1[CH:59]=[C:60]([C:66]2[CH2:67][C:68]([CH3:80])([CH3:79])[C:69](=[O:78])[N:70]([CH:72]3[CH2:73][CH2:74][N:75]([C:17](=[O:19])[C@@H:9]([NH:8][C:6](=[O:7])[O:5][C:1]([CH3:2])([CH3:3])[CH3:4])[CH2:10][C:11]4[CH:12]=[CH:13][CH:14]=[CH:15][CH:16]=4)[CH2:76][CH2:77]3)[N:71]=2)[CH:61]=[CH:62][C:63]=1[O:64][CH3:65]. Given the reactants [C:1]([O:5][C:6]([NH:8][C@H:9]([C:17]([OH:19])=O)[CH2:10][C:11]1[CH:16]=[CH:15][CH:14]=[CH:13][CH:12]=1)=[O:7])([CH3:4])([CH3:3])[CH3:2].CCN(C(C)C)C(C)C.CCOC(C(C#N)=NOC(N1CCOCC1)=[N+](C)C)=O.F[P-](F)(F)(F)(F)F.[CH3:56][O:57][C:58]1[CH:59]=[C:60]([C:66]2[CH2:67][C:68]([CH3:80])([CH3:79])[C:69](=[O:78])[N:70]([CH:72]3[CH2:77][CH2:76][NH:75][CH2:74][CH2:73]3)[N:71]=2)[CH:61]=[CH:62][C:63]=1[O:64][CH3:65].C(=O)(O)[O-].[Na+], predict the reaction product. (3) Given the reactants [C:1]([O:7][C:8]1[C:13](=[O:14])[N:12]2[CH:15]=[CH:16][CH:17]=[CH:18][C:11]2=[N:10][C:9]=1[C:19]([O:21][CH3:22])=[O:20])(=[O:6])[C:2]([CH3:5])([CH3:4])[CH3:3].C1C(=O)N([Br:30])C(=O)C1, predict the reaction product. The product is: [Br:30][C:16]1[CH:17]=[CH:18][C:11]2[N:12]([CH:15]=1)[C:13](=[O:14])[C:8]([O:7][C:1](=[O:6])[C:2]([CH3:5])([CH3:4])[CH3:3])=[C:9]([C:19]([O:21][CH3:22])=[O:20])[N:10]=2. (4) Given the reactants [OH-].[K+].OCS([O-])=O.[Na+].[NH2:9][C:10]1[C:11]([F:18])=[CH:12][C:13]([CH3:17])=[C:14]([SH:16])[CH:15]=1.[F:19][C:20]([F:24])([F:23])[CH2:21]I, predict the reaction product. The product is: [F:19][C:20]([F:24])([F:23])[CH2:21][S:16][C:14]1[CH:15]=[C:10]([C:11]([F:18])=[CH:12][C:13]=1[CH3:17])[NH2:9]. (5) Given the reactants CO[C:3]1[CH:8]=[CH:7][CH:6]=[CH:5][C:4]=1[S:9][CH2:10][CH2:11][CH2:12][N:13]([C@H:29]1[CH2:34][CH2:33][C@H:32]([CH3:35])[CH2:31][CH2:30]1)[C:14](=[O:28])[NH:15][C:16]1[S:17][C:18]([S:21][C:22]([CH3:27])([CH3:26])[C:23]([OH:25])=[O:24])=[CH:19][N:20]=1.[F:36]C1C=C(S)C=CC=1.C(OC(=O)C(SC1SC(N)=NC=1)(C)C)C, predict the reaction product. The product is: [F:36][C:8]1[CH:3]=[C:4]([S:9][CH2:10][CH2:11][CH2:12][N:13]([C@H:29]2[CH2:34][CH2:33][C@H:32]([CH3:35])[CH2:31][CH2:30]2)[C:14](=[O:28])[NH:15][C:16]2[S:17][C:18]([S:21][C:22]([CH3:27])([CH3:26])[C:23]([OH:25])=[O:24])=[CH:19][N:20]=2)[CH:5]=[CH:6][CH:7]=1.